From a dataset of Reaction yield outcomes from USPTO patents with 853,638 reactions. Predict the reaction yield, written as a fraction of the theoretical maximum amount of product (1.0 means a 100% yield; for example, 0.34 means a 34% yield). (1) The reactants are Cl.[Br:2][C:3]1[CH:8]=[CH:7][C:6]([NH:9][NH2:10])=[CH:5][CH:4]=1.[C:11]1(=O)[O:16][C:14](=[O:15])[C:13]2=[CH:17][CH:18]=[CH:19][CH:20]=[C:12]12. The catalyst is C(O)(=O)C. The product is [Br:2][C:3]1[CH:8]=[CH:7][C:6]([NH:9][N:10]2[C:14](=[O:15])[C:13]3[C:12](=[CH:20][CH:19]=[CH:18][CH:17]=3)[C:11]2=[O:16])=[CH:5][CH:4]=1. The yield is 0.840. (2) The reactants are C(OC(=O)[NH:10][CH2:11][CH2:12][CH2:13][CH2:14][C:15]1[CH:20]=[CH:19][C:18]([O:21][CH2:22][CH2:23][CH2:24][C:25]2[NH:29][N:28]=[N:27][N:26]=2)=[CH:17][CH:16]=1)C1C=CC=CC=1. The catalyst is [Pd].ClCCl. The product is [NH:29]1[C:25]([CH2:24][CH2:23][CH2:22][O:21][C:18]2[CH:19]=[CH:20][C:15]([CH2:14][CH2:13][CH2:12][CH2:11][NH2:10])=[CH:16][CH:17]=2)=[N:26][N:27]=[N:28]1. The yield is 0.990. (3) The reactants are [CH3:1][O:2][C:3](=[O:28])[C@H:4]([CH2:26][OH:27])[NH:5][C:6](=O)[C:7]1[CH:12]=[CH:11][C:10]([NH:13][C:14]([O:16][CH2:17][C:18]2[CH:23]=[CH:22][CH:21]=[CH:20][CH:19]=2)=[O:15])=[C:9]([CH3:24])[CH:8]=1.CC[N+](S(N=C(OC)[O-])(=O)=O)(CC)CC. The catalyst is C1COCC1. The product is [CH2:17]([O:16][C:14]([NH:13][C:10]1[CH:11]=[CH:12][C:7]([C:6]2[O:27][CH2:26][CH:4]([C:3]([O:2][CH3:1])=[O:28])[N:5]=2)=[CH:8][C:9]=1[CH3:24])=[O:15])[C:18]1[CH:19]=[CH:20][CH:21]=[CH:22][CH:23]=1. The yield is 0.830. (4) The catalyst is C(Cl)Cl. The product is [CH:17]1([C:14]2[N:13]([C:20]([O:22][C:23]([CH3:24])([CH3:25])[CH3:26])=[O:21])[C:12]3[CH:11]=[C:10]([C:27]4[C:28]([CH3:33])=[N:29][O:30][C:31]=4[CH3:32])[CH:9]=[C:8]([C:7]([CH:2]4[CH2:3][O:4][CH2:5][CH2:6][O:1]4)=[O:34])[C:16]=3[N:15]=2)[CH2:19][CH2:18]1. The yield is 0.750. The reactants are [O:1]1[CH2:6][CH2:5][O:4][CH2:3][CH:2]1[CH:7]([OH:34])[C:8]1[C:16]2[N:15]=[C:14]([CH:17]3[CH2:19][CH2:18]3)[N:13]([C:20]([O:22][C:23]([CH3:26])([CH3:25])[CH3:24])=[O:21])[C:12]=2[CH:11]=[C:10]([C:27]2[C:28]([CH3:33])=[N:29][O:30][C:31]=2[CH3:32])[CH:9]=1.CC(OI1(OC(C)=O)(OC(C)=O)OC(=O)C2C=CC=CC1=2)=O. (5) The reactants are C([O:5][C:6](=[O:33])[CH2:7][CH2:8][CH2:9][NH:10][C:11]([N:13]1[CH:18]([C:19]2[CH:24]=[CH:23][C:22]([F:25])=[CH:21][CH:20]=2)[C:17]([C:26]([O:28][CH3:29])=[O:27])=[C:16]([CH3:30])[N:15]=[C:14]1[O:31]C)=[O:12])(C)(C)C.FC(F)(F)C(O)=O. The catalyst is ClCCl. The product is [F:25][C:22]1[CH:23]=[CH:24][C:19]([CH:18]2[N:13]([C:11]([NH:10][CH2:9][CH2:8][CH2:7][C:6]([OH:33])=[O:5])=[O:12])[C:14](=[O:31])[NH:15][C:16]([CH3:30])=[C:17]2[C:26]([O:28][CH3:29])=[O:27])=[CH:20][CH:21]=1. The yield is 0.889. (6) The reactants are Br[C:2]1[C:7]([Cl:8])=[CH:6][C:5]([N:9]2[C:13]([CH2:14][C@@H:15]3[CH2:19][CH2:18][N:17]([C:20]([CH:22]4[CH2:24][CH2:23]4)=[O:21])[CH2:16]3)=[N:12][NH:11][C:10]2=[O:25])=[C:4]([F:26])[CH:3]=1.CC1(C)C(C)(C)OB([C:35]2[CH:44]=[C:43]3[C:38]([CH:39]=[CH:40][CH:41]=[N:42]3)=[CH:37][CH:36]=2)O1.C(=O)([O-])[O-].[Cs+].[Cs+]. The catalyst is C1C=CC(P(C2C=CC=CC=2)[C-]2C=CC=C2)=CC=1.C1C=CC(P(C2C=CC=CC=2)[C-]2C=CC=C2)=CC=1.Cl[Pd]Cl.[Fe+2].ClCCl. The product is [Cl:8][C:7]1[C:2]([C:35]2[CH:44]=[C:43]3[C:38]([CH:39]=[CH:40][CH:41]=[N:42]3)=[CH:37][CH:36]=2)=[CH:3][C:4]([F:26])=[C:5]([N:9]2[C:13]([CH2:14][C@@H:15]3[CH2:19][CH2:18][N:17]([C:20]([CH:22]4[CH2:24][CH2:23]4)=[O:21])[CH2:16]3)=[N:12][NH:11][C:10]2=[O:25])[CH:6]=1. The yield is 0.330. (7) The reactants are [NH2:1][CH2:2][C:3]1[CH:4]=[C:5]([C:9]2[N:17]3[C:12]([C:13]([NH2:18])=[N:14][CH:15]=[N:16]3)=[C:11]([C:19]3[CH:20]=[CH:21][C:22]4[C:26]([CH:27]=3)=[N:25][N:24]([CH2:28][C:29]3[CH:34]=[CH:33][CH:32]=[CH:31][CH:30]=3)[CH:23]=4)[CH:10]=2)[CH:6]=[CH:7][CH:8]=1.[C:35]1(=O)[CH2:38][CH2:37][CH2:36]1. No catalyst specified. The product is [CH2:28]([N:24]1[CH:23]=[C:22]2[C:26]([CH:27]=[C:19]([C:11]3[CH:10]=[C:9]([C:5]4[CH:6]=[CH:7][CH:8]=[C:3]([CH2:2][NH:1][CH:35]5[CH2:38][CH2:37][CH2:36]5)[CH:4]=4)[N:17]4[C:12]=3[C:13]([NH2:18])=[N:14][CH:15]=[N:16]4)[CH:20]=[CH:21]2)=[N:25]1)[C:29]1[CH:34]=[CH:33][CH:32]=[CH:31][CH:30]=1. The yield is 0.170. (8) The reactants are Cl[CH:2]([CH:15]1[CH2:20][CH2:19][CH2:18][CH2:17][CH2:16]1)[C:3]1[O:4][C:5]2[CH:12]=[CH:11][C:10]([C:13]#[N:14])=[CH:9][C:6]=2[C:7]=1[CH3:8].[NH2:21][C:22]1[CH:31]=[CH:30][C:25]([C:26]([O:28]C)=[O:27])=[CH:24][CH:23]=1.[I-].[Na+].C(=O)([O-])[O-].[Na+].[Na+].Cl.[OH-].[Li+]. The catalyst is C(O)C.O.O1CCCC1.CN(C)C=O. The product is [C:13]([C:10]1[CH:11]=[CH:12][C:5]2[O:4][C:3]([CH:2]([NH:21][C:22]3[CH:31]=[CH:30][C:25]([C:26]([OH:28])=[O:27])=[CH:24][CH:23]=3)[CH:15]3[CH2:20][CH2:19][CH2:18][CH2:17][CH2:16]3)=[C:7]([CH3:8])[C:6]=2[CH:9]=1)#[N:14]. The yield is 0.530. (9) The reactants are Br[C:2]1[N:7]=[C:6]([N:8]([CH3:19])[C:9]([NH:11][CH2:12][CH2:13][CH2:14][CH2:15][CH2:16][CH2:17][CH3:18])=[O:10])[CH:5]=[CH:4][CH:3]=1.[CH2:20]([O:22][C@@H:23]([CH2:28][C:29]1[CH:34]=[CH:33][C:32](B2OC(C)(C)C(C)(C)O2)=[CH:31][CH:30]=1)[C:24]([O:26][CH3:27])=[O:25])[CH3:21].[F-].[Cs+]. The catalyst is COC(O)C(O)OC. The product is [CH2:20]([O:22][C@@H:23]([CH2:28][C:29]1[CH:34]=[CH:33][C:32]([C:2]2[CH:3]=[CH:4][CH:5]=[C:6]([N:8]([CH3:19])[C:9]([NH:11][CH2:12][CH2:13][CH2:14][CH2:15][CH2:16][CH2:17][CH3:18])=[O:10])[N:7]=2)=[CH:31][CH:30]=1)[C:24]([O:26][CH3:27])=[O:25])[CH3:21]. The yield is 0.450.